Dataset: Forward reaction prediction with 1.9M reactions from USPTO patents (1976-2016). Task: Predict the product of the given reaction. (1) Given the reactants [F:1][C:2]([F:25])([F:24])[CH2:3][O:4][C:5]1[CH:10]=[CH:9][C:8]([C:11](=O)[CH2:12][C:13](=O)[C:14]([F:17])([F:16])[F:15])=[CH:7][C:6]=1[C:20]([F:23])([F:22])[F:21].[NH2:26][C:27]1[C:31]([C:32]2[CH:37]=[C:36]([CH3:38])[N:35]=[C:34]([CH3:39])[CH:33]=2)=[CH:30][NH:29][N:28]=1, predict the reaction product. The product is: [F:1][C:2]([F:25])([F:24])[CH2:3][O:4][C:5]1[CH:10]=[CH:9][C:8]([C:11]2[CH:12]=[C:13]([C:14]([F:17])([F:16])[F:15])[N:28]3[N:29]=[CH:30][C:31]([C:32]4[CH:37]=[C:36]([CH3:38])[N:35]=[C:34]([CH3:39])[CH:33]=4)=[C:27]3[N:26]=2)=[CH:7][C:6]=1[C:20]([F:23])([F:22])[F:21]. (2) Given the reactants [F:1][C:2]1[CH:7]=[C:6]([S:8]([CH3:10])=[O:9])[CH:5]=[C:4]([F:11])[C:3]=1[C:12]1[N:17]=[C:16]([C:18]([O:20]C)=[O:19])[CH:15]=[CH:14][C:13]=1[F:22].[Li+].[OH-].Cl, predict the reaction product. The product is: [F:1][C:2]1[CH:7]=[C:6]([S:8]([CH3:10])=[O:9])[CH:5]=[C:4]([F:11])[C:3]=1[C:12]1[N:17]=[C:16]([C:18]([OH:20])=[O:19])[CH:15]=[CH:14][C:13]=1[F:22]. (3) Given the reactants [C:1]([O:5][C:6]([N:8]1[CH2:13][CH2:12][CH2:11][C@@H:10]([C:14]([OH:16])=O)[CH2:9]1)=[O:7])([CH3:4])([CH3:3])[CH3:2].Cl.[CH3:18][NH:19][O:20][CH3:21].CCN=C=NCCCN(C)C.Cl.C(N(C(C)C)CC)(C)C, predict the reaction product. The product is: [CH3:21][O:20][N:19]([CH3:18])[C:14]([C@@H:10]1[CH2:11][CH2:12][CH2:13][N:8]([C:6]([O:5][C:1]([CH3:2])([CH3:3])[CH3:4])=[O:7])[CH2:9]1)=[O:16]. (4) Given the reactants [Br:1][C:2]1[C:3]([OH:24])=[N:4][CH:5]=[N:6][C:7]=1[C:8]1[C:9]([N:15]2[CH:19]=[C:18]([C:20]([F:23])([F:22])[F:21])[N:17]=[N:16]2)=[N:10][CH:11]=[C:12]([Cl:14])[CH:13]=1.N[C@@H:26]1[C:42]2[CH:43]=[C:38]([CH:39]=[CH:40][N:41]=2)[C:37]2[N:36]([CH:44]([F:46])[F:45])[N:35]=[CH:34][C:33]=2[NH:32][C:31](=[O:47])[C@H:30]([CH3:48])[CH2:29][CH2:28][CH2:27]1.CN(C(ON1N=NC2C=CC=NC1=2)=[N+](C)C)C.F[P-](F)(F)(F)(F)F.C1CCN2C(=NCCC2)CC1, predict the reaction product. The product is: [Br:1][C:2]1[C:3](=[O:24])[N:4]([C@@H:26]2[C:42]3[CH:43]=[C:38]([CH:39]=[CH:40][N:41]=3)[C:37]3[N:36]([CH:44]([F:45])[F:46])[N:35]=[CH:34][C:33]=3[NH:32][C:31](=[O:47])[C@H:30]([CH3:48])[CH2:29][CH2:28][CH2:27]2)[CH:5]=[N:6][C:7]=1[C:8]1[C:9]([N:15]2[CH:19]=[C:18]([C:20]([F:22])([F:21])[F:23])[N:17]=[N:16]2)=[N:10][CH:11]=[C:12]([Cl:14])[CH:13]=1. (5) Given the reactants [O:1]1[C:5]([C:6]2[CH:11]=[CH:10][C:9]([NH:12][NH2:13])=[CH:8][CH:7]=2)=[CH:4][N:3]=[CH:2]1.[CH:14](=O)[C:15]1[CH:20]=[CH:19][CH:18]=[CH:17][CH:16]=1, predict the reaction product. The product is: [O:1]1[C:5]([C:6]2[CH:7]=[CH:8][C:9]([NH:12][N:13]=[CH:14][C:15]3[CH:20]=[CH:19][CH:18]=[CH:17][CH:16]=3)=[CH:10][CH:11]=2)=[CH:4][N:3]=[CH:2]1. (6) Given the reactants [C:1]([O:5][C:6]([N:8]1[CH2:13][CH:12]=[C:11]([C:14]2[NH:31][C:17]3=[N:18][CH:19]=[CH:20][C:21]([C:22]4[CH:27]=[CH:26][C:25]([CH2:28][NH2:29])=[C:24]([F:30])[CH:23]=4)=[C:16]3[N:15]=2)[CH2:10][CH2:9]1)=[O:7])([CH3:4])([CH3:3])[CH3:2].[C:32]([C:36]1[N:40]=[C:39]([C:41](O)=[O:42])[O:38][N:37]=1)([CH3:35])([CH3:34])[CH3:33].CCN(C(C)C)C(C)C.C(P1(=O)OP(=O)(CCC)OP(=O)(CCC)O1)CC, predict the reaction product. The product is: [OH-:5].[NH4+:8].[C:1]([O:5][C:6]([N:8]1[CH2:9][CH:10]=[C:11]([C:14]2[NH:31][C:17]3=[N:18][CH:19]=[CH:20][C:21]([C:22]4[CH:27]=[CH:26][C:25]([CH2:28][NH:29][C:41]([C:39]5[O:38][N:37]=[C:36]([C:32]([CH3:35])([CH3:34])[CH3:33])[N:40]=5)=[O:42])=[C:24]([F:30])[CH:23]=4)=[C:16]3[N:15]=2)[CH2:12][CH2:13]1)=[O:7])([CH3:4])([CH3:2])[CH3:3]. (7) Given the reactants Cl[CH2:2][CH2:3][C:4]([C:9]1[CH:14]=[CH:13][C:12]([F:15])=[CH:11][CH:10]=1)([OH:8])[CH2:5][CH:6]=[CH2:7].[CH3:16][N:17]([C:19]1[CH:24]=[CH:23][CH:22]=[CH:21][CH:20]=1)[NH2:18], predict the reaction product. The product is: [F:15][C:12]1[CH:13]=[CH:14][C:9]([C:4]([OH:8])([CH2:5][CH:6]=[CH2:7])[CH2:3][CH2:2][NH:18][N:17]([CH3:16])[C:19]2[CH:24]=[CH:23][CH:22]=[CH:21][CH:20]=2)=[CH:10][CH:11]=1. (8) Given the reactants Br[C:2]1[CH:7]=[CH:6][CH:5]=[CH:4][C:3]=1[CH2:8][C:9]([OH:11])=[O:10].[Cl:12][C:13]1[CH:14]=[C:15]([CH:17]=[C:18]([Cl:20])[CH:19]=1)[NH2:16], predict the reaction product. The product is: [Cl:12][C:13]1[CH:14]=[C:15]([NH:16][C:2]2[CH:7]=[CH:6][CH:5]=[CH:4][C:3]=2[CH2:8][C:9]([OH:11])=[O:10])[CH:17]=[C:18]([Cl:20])[CH:19]=1.